Dataset: Full USPTO retrosynthesis dataset with 1.9M reactions from patents (1976-2016). Task: Predict the reactants needed to synthesize the given product. (1) Given the product [CH2:1]([O:4][C:5]1[C:10]([O:11][CH3:12])=[CH:9][CH:8]=[CH:7][C:6]=1[C@@H:13]1[C:19]2[CH:20]=[C:21]([Cl:24])[CH:22]=[CH:23][C:18]=2[NH:17][C:16](=[S:42])[C@@H:15]([CH2:26][C:27]([O:29][CH2:30][CH:31]=[CH2:32])=[O:28])[S:14]1)[CH:2]=[CH2:3], predict the reactants needed to synthesize it. The reactants are: [CH2:1]([O:4][C:5]1[C:10]([O:11][CH3:12])=[CH:9][CH:8]=[CH:7][C:6]=1[C@@H:13]1[C:19]2[CH:20]=[C:21]([Cl:24])[CH:22]=[CH:23][C:18]=2[NH:17][C:16](=O)[C@@H:15]([CH2:26][C:27]([O:29][CH2:30][CH:31]=[CH2:32])=[O:28])[S:14]1)[CH:2]=[CH2:3].COC1C=CC(P2(SP(C3C=CC(OC)=CC=3)(=S)S2)=[S:42])=CC=1. (2) Given the product [NH2:55][C:56]1[C:57]([CH3:69])=[C:58]([CH3:68])[C:59]2[O:63][C:62]([CH3:64])([CH3:65])[C:61](=[O:66])[C:60]=2[C:67]=1[Br:1], predict the reactants needed to synthesize it. The reactants are: [Br-:1].[Br-].[Br-].C([N+](CCCC)(CCCC)CCCC)CCC.C([N+](CCCC)(CCCC)CCCC)CCC.C([N+](CCCC)(CCCC)CCCC)CCC.[NH2:55][C:56]1[C:57]([CH3:69])=[C:58]([CH3:68])[C:59]2[O:63][C:62]([CH3:65])([CH3:64])[C:61](=[O:66])[C:60]=2[CH:67]=1.S([O-])([O-])=O.[Na+].[Na+]. (3) Given the product [C:1]([O:5][C:6]([N:8]1[CH2:12][C@@H:11]([CH3:13])[CH2:10][C@H:9]1[C:14]1[NH:15][CH:16]=[C:17]([C:19]2[CH:24]=[CH:23][C:22]([C:25]3[CH:30]=[CH:29][C:28]([B:35]4[O:36][C:37]([CH3:39])([CH3:38])[C:33]([CH3:49])([CH3:32])[O:34]4)=[CH:27][CH:26]=3)=[CH:21][CH:20]=2)[N:18]=1)=[O:7])([CH3:4])([CH3:3])[CH3:2], predict the reactants needed to synthesize it. The reactants are: [C:1]([O:5][C:6]([N:8]1[CH2:12][C@@H:11]([CH3:13])[CH2:10][C@H:9]1[C:14]1[NH:15][CH:16]=[C:17]([C:19]2[CH:24]=[CH:23][C:22]([C:25]3[CH:30]=[CH:29][C:28](Br)=[CH:27][CH:26]=3)=[CH:21][CH:20]=2)[N:18]=1)=[O:7])([CH3:4])([CH3:3])[CH3:2].[CH3:32][C:33]1([CH3:49])[C:37]([CH3:39])([CH3:38])[O:36][B:35]([B:35]2[O:36][C:37]([CH3:39])([CH3:38])[C:33]([CH3:49])([CH3:32])[O:34]2)[O:34]1.C(Cl)Cl.CC([O-])=O.[K+]. (4) Given the product [CH2:22]([S:29][C:2]1[CH:3]=[C:4]2[C:9](=[CH:10][CH:11]=1)[C:8]([Cl:12])=[N:7][CH:6]=[CH:5]2)[C:23]1[CH:28]=[CH:27][CH:26]=[CH:25][CH:24]=1, predict the reactants needed to synthesize it. The reactants are: Br[C:2]1[CH:3]=[C:4]2[C:9](=[CH:10][CH:11]=1)[C:8]([Cl:12])=[N:7][CH:6]=[CH:5]2.CCN(C(C)C)C(C)C.[CH2:22]([SH:29])[C:23]1[CH:28]=[CH:27][CH:26]=[CH:25][CH:24]=1. (5) The reactants are: [F:1][C:2]1[CH:3]=[C:4]([NH:8][C:9](=[O:17])[CH:10]([CH3:16])[C:11]([O:13]CC)=[O:12])[CH:5]=[CH:6][CH:7]=1. Given the product [F:1][C:2]1[CH:3]=[C:4]([NH:8][C:9](=[O:17])[CH:10]([CH3:16])[C:11]([OH:13])=[O:12])[CH:5]=[CH:6][CH:7]=1, predict the reactants needed to synthesize it. (6) Given the product [O:23]1[CH2:28][CH2:27][CH:26]([NH:29][C:15]([C:12]2[CH:11]=[C:10]([CH2:9][O:8][CH2:1][C:2]3[CH:3]=[CH:4][CH:5]=[CH:6][CH:7]=3)[O:14][N:13]=2)=[O:17])[CH2:25][CH2:24]1, predict the reactants needed to synthesize it. The reactants are: [CH2:1]([O:8][CH2:9][C:10]1[O:14][N:13]=[C:12]([C:15]([OH:17])=O)[CH:11]=1)[C:2]1[CH:7]=[CH:6][CH:5]=[CH:4][CH:3]=1.O1CCCC1.[O:23]1[CH2:28][CH2:27][CH:26]([NH2:29])[CH2:25][CH2:24]1.ON1C2C=CC=CC=2N=N1.Cl.C(N=C=NCCCN(C)C)C.Cl. (7) Given the product [Br:16][C:13]1[CH:12]=[C:11]([CH3:17])[C:9]2=[N:10][N:6]([CH2:5][C:2]([NH:1][C:25](=[S:26])[C:24]3[CH:23]=[CH:22][C:21]([C:20]([F:19])([F:30])[F:31])=[CH:29][CH:28]=3)([C:3]#[N:4])[CH3:18])[N:7]=[C:8]2[C:14]=1[F:15], predict the reactants needed to synthesize it. The reactants are: [NH2:1][C:2]([CH3:18])([CH2:5][N:6]1[N:10]=[C:9]2[C:11]([CH3:17])=[CH:12][C:13]([Br:16])=[C:14]([F:15])[C:8]2=[N:7]1)[C:3]#[N:4].[F:19][C:20]([F:31])([F:30])[C:21]1[CH:29]=[CH:28][C:24]([C:25](Cl)=[S:26])=[CH:23][CH:22]=1.